Dataset: Reaction yield outcomes from USPTO patents with 853,638 reactions. Task: Predict the reaction yield, written as a fraction of the theoretical maximum amount of product (1.0 means a 100% yield; for example, 0.34 means a 34% yield). (1) The reactants are [Cl:1][C:2]1[C:3]([N:30]([CH3:32])[CH3:31])=[CH:4][C:5]2[O:10][CH:9]([C:11]([N:13]3[CH2:18][CH2:17][C:16]([CH2:21][C:22]4[CH:27]=[CH:26][C:25]([F:28])=[CH:24][CH:23]=4)([C:19]#[N:20])[CH2:15][CH2:14]3)=[O:12])[CH2:8][NH:7][C:6]=2[CH:29]=1.C(N(CC)CC)C.[C:40](Cl)(=[O:42])[CH3:41]. The catalyst is C(Cl)Cl. The product is [C:40]([N:7]1[C:6]2[CH:29]=[C:2]([Cl:1])[C:3]([N:30]([CH3:31])[CH3:32])=[CH:4][C:5]=2[O:10][CH:9]([C:11]([N:13]2[CH2:14][CH2:15][C:16]([CH2:21][C:22]3[CH:23]=[CH:24][C:25]([F:28])=[CH:26][CH:27]=3)([C:19]#[N:20])[CH2:17][CH2:18]2)=[O:12])[CH2:8]1)(=[O:42])[CH3:41]. The yield is 0.667. (2) The reactants are [CH:1]1[CH:2]=[CH:3][C:4]([C@H:7]([NH2:11])[C:8]([OH:10])=[O:9])=[CH:5][CH:6]=1.[CH:12]1(O)[CH2:16][CH2:15][CH2:14][CH2:13]1.[C:18]1([CH3:28])[CH:23]=[CH:22][C:21]([S:24]([OH:27])(=[O:26])=[O:25])=[CH:20][CH:19]=1. The catalyst is C1CCCCC1. The product is [S:24]([C:21]1[CH:22]=[CH:23][C:18]([CH3:28])=[CH:19][CH:20]=1)([OH:27])(=[O:26])=[O:25].[NH2:11][C@@H:7]([C:4]1[CH:3]=[CH:2][CH:1]=[CH:6][CH:5]=1)[C:8]([O:10][CH:12]1[CH2:16][CH2:15][CH2:14][CH2:13]1)=[O:9]. The yield is 0.850. (3) The reactants are [F:1][C:2]([F:47])([F:46])[C:3]1[CH:4]=[C:5]([N:13]([CH3:45])[C:14]([N:16]([CH3:44])[C@H:17]2[C@H:21]([C:22]3[CH:27]=[CH:26][C:25]([F:28])=[CH:24][CH:23]=3)[CH2:20][N:19]([C:29]([CH:31]3[CH2:36][CH2:35][N:34](C(OC(C)(C)C)=O)[CH2:33][CH2:32]3)=[O:30])[CH2:18]2)=[O:15])[CH:6]=[C:7]([C:9]([F:12])([F:11])[F:10])[CH:8]=1.[ClH:48].CC(O)C. No catalyst specified. The product is [ClH:48].[F:47][C:2]([F:1])([F:46])[C:3]1[CH:4]=[C:5]([N:13]([CH3:45])[C:14]([N:16]([C@H:17]2[C@H:21]([C:22]3[CH:23]=[CH:24][C:25]([F:28])=[CH:26][CH:27]=3)[CH2:20][N:19]([C:29]([CH:31]3[CH2:36][CH2:35][NH:34][CH2:33][CH2:32]3)=[O:30])[CH2:18]2)[CH3:44])=[O:15])[CH:6]=[C:7]([C:9]([F:12])([F:10])[F:11])[CH:8]=1. The yield is 1.00. (4) The reactants are [F:1][B-:2]([F:5])([F:4])[F:3].[C:6]1([C:12]2[CH:17]=[C:16]([C:18]3[CH:23]=[CH:22][CH:21]=[CH:20][CH:19]=3)[CH:15]=[C:14]([C:24]3[CH:29]=[CH:28][CH:27]=[CH:26][CH:25]=3)[O+]=2)[CH:11]=[CH:10][CH:9]=[CH:8][CH:7]=1.[NH2:30][C:31]1[CH:36]=[CH:35][CH:34]=[CH:33][CH:32]=1. The catalyst is C(O)C. The product is [F:1][B-:2]([F:5])([F:4])[F:3].[C:31]1([N+:30]2[C:12]([C:6]3[CH:11]=[CH:10][CH:9]=[CH:8][CH:7]=3)=[CH:17][C:16]([C:18]3[CH:23]=[CH:22][CH:21]=[CH:20][CH:19]=3)=[CH:15][C:14]=2[C:24]2[CH:29]=[CH:28][CH:27]=[CH:26][CH:25]=2)[CH:36]=[CH:35][CH:34]=[CH:33][CH:32]=1. The yield is 0.870. (5) The reactants are [CH2:1]([C@@:4]1([C:26]2[CH:31]=[CH:30][C:29]([F:32])=[CH:28][CH:27]=2)[O:9][C:8](=[O:10])[N:7]([C@H:11]([C:13]2[CH:18]=[CH:17][C:16]([C:19]3[CH:20]=[N:21][C:22](N)=[CH:23][CH:24]=3)=[CH:15][CH:14]=2)[CH3:12])[CH2:6][CH2:5]1)[CH:2]=[CH2:3].N([O-])=[O:34].[Na+].[OH-].[Na+]. The catalyst is OS(O)(=O)=O. The product is [CH2:1]([C@@:4]1([C:26]2[CH:27]=[CH:28][C:29]([F:32])=[CH:30][CH:31]=2)[O:9][C:8](=[O:10])[N:7]([C@H:11]([C:13]2[CH:14]=[CH:15][C:16]([C:19]3[CH:24]=[CH:23][C:22](=[O:34])[NH:21][CH:20]=3)=[CH:17][CH:18]=2)[CH3:12])[CH2:6][CH2:5]1)[CH:2]=[CH2:3]. The yield is 0.590. (6) The reactants are [CH2:1]([O:3][C:4](=[O:11])[C:5](=[O:10])[CH2:6][CH:7]1[CH2:9][CH2:8]1)[CH3:2].CO[CH:14](OC)[N:15]([CH3:17])[CH3:16]. No catalyst specified. The product is [CH2:1]([O:3][C:4](=[O:11])[C:5](=[O:10])[C:6]([CH:7]1[CH2:9][CH2:8]1)=[CH:14][N:15]([CH3:17])[CH3:16])[CH3:2]. The yield is 1.00.